Dataset: Reaction yield outcomes from USPTO patents with 853,638 reactions. Task: Predict the reaction yield, written as a fraction of the theoretical maximum amount of product (1.0 means a 100% yield; for example, 0.34 means a 34% yield). (1) The reactants are [CH3:1][O:2][C:3]([C:5]1[CH:6]=[CH:7][C:8]([C:11]([OH:13])=O)=[N:9][CH:10]=1)=[O:4].[C:14]([NH:19][NH2:20])(=[O:18])[CH:15]([CH3:17])[CH3:16].CCN=C=NCCCN(C)C.Cl.C1C=CC2N(O)N=NC=2C=1.O.C(N(CC)CC)C. The catalyst is CC#N.CCOC(C)=O. The product is [C:14]([NH:19][NH:20][C:11]([C:8]1[CH:7]=[CH:6][C:5]([C:3]([O:2][CH3:1])=[O:4])=[CH:10][N:9]=1)=[O:13])(=[O:18])[CH:15]([CH3:17])[CH3:16]. The yield is 0.730. (2) The reactants are [F:1][C:2]1[CH:7]=[CH:6][C:5]([N:8]2[CH2:13][CH2:12][N:11]([C:14]([O:16][C:17]([CH3:20])([CH3:19])[CH3:18])=[O:15])[CH2:10][CH2:9]2)=[CH:4][C:3]=1OS(C(F)(F)F)(=O)=O.[Cl:29][C:30]1[CH:35]=[C:34]([Cl:36])[CH:33]=[CH:32][C:31]=1[C@H:37]([NH2:39])[CH3:38].CC(P(C(C)(C)C)C1C(C2C(N(C)C)=CC=CC=2)=CC=CC=1)(C)C.C([O-])([O-])=O.[Cs+].[Cs+]. The catalyst is C(N(CC)CC)C.C1C=CC(/C=C/C(/C=C/C2C=CC=CC=2)=O)=CC=1.C1C=CC(/C=C/C(/C=C/C2C=CC=CC=2)=O)=CC=1.C1C=CC(/C=C/C(/C=C/C2C=CC=CC=2)=O)=CC=1.[Pd].[Pd]. The product is [Cl:29][C:30]1[CH:35]=[C:34]([Cl:36])[CH:33]=[CH:32][C:31]=1[C@H:37]([NH:39][C:3]1[CH:4]=[C:5]([N:8]2[CH2:13][CH2:12][N:11]([C:14]([O:16][C:17]([CH3:20])([CH3:19])[CH3:18])=[O:15])[CH2:10][CH2:9]2)[CH:6]=[CH:7][C:2]=1[F:1])[CH3:38]. The yield is 0.620. (3) The reactants are [NH2:1][CH:2]1[CH2:7][CH2:6][CH:5]([NH:8][C:9]2[N:17]=[C:16]3[C:12]([N:13]=[CH:14][N:15]3[CH:18]3[CH2:22][CH2:21][CH2:20][CH2:19]3)=[C:11]([NH:23][CH2:24][C:25]3[CH:26]=[N:27][C:28](Br)=[CH:29][CH:30]=3)[N:10]=2)[CH2:4][CH2:3]1.[S:32]1[CH:36]=[CH:35][C:34](B(O)O)=[CH:33]1.C1(P(C2C=CC=CC=2)C2C=CC=CC=2)C=CC=CC=1.C(=O)([O-])[O-].[Na+].[Na+]. The catalyst is COCCOC.O.C1C=CC(/C=C/C(/C=C/C2C=CC=CC=2)=O)=CC=1.C1C=CC(/C=C/C(/C=C/C2C=CC=CC=2)=O)=CC=1.[Pd]. The product is [NH2:1][CH:2]1[CH2:7][CH2:6][CH:5]([NH:8][C:9]2[N:17]=[C:16]3[C:12]([N:13]=[CH:14][N:15]3[CH:18]3[CH2:22][CH2:21][CH2:20][CH2:19]3)=[C:11]([NH:23][CH2:24][C:25]3[CH:26]=[N:27][C:28]([C:34]4[CH:35]=[CH:36][S:32][CH:33]=4)=[CH:29][CH:30]=3)[N:10]=2)[CH2:4][CH2:3]1. The yield is 0.680. (4) The reactants are C(O[C:4](=[O:21])[C:5](=[C:11]([S:19][CH3:20])[NH:12][C:13]1[CH:18]=[CH:17][CH:16]=[CH:15][CH:14]=1)[C:6]([O:8][CH2:9][CH3:10])=[O:7])C. The catalyst is ClC1C=CC=CC=1Cl. The product is [CH2:9]([O:8][C:6]([C:5]1[C:11]([S:19][CH3:20])=[N:12][C:13]2[C:14]([C:4]=1[OH:21])=[CH:15][CH:16]=[CH:17][CH:18]=2)=[O:7])[CH3:10]. The yield is 0.350. (5) The product is [CH3:9][S:10][C:5]1[CH:6]=[CH:7][C:2]([Br:1])=[N:3][CH:4]=1. The yield is 0.940. The catalyst is CCOCC.C([Li])CCC. The reactants are [Br:1][C:2]1[CH:7]=[CH:6][C:5](Br)=[CH:4][N:3]=1.[CH3:9][S:10]SC. (6) The reactants are [CH3:1][N:2]([CH3:28])[C:3]([C:5]1[N:22]([CH:23]2[CH2:27][CH2:26][CH2:25][CH2:24]2)[C:8]2[N:9]=[C:10]([NH:13][C:14]3[CH:19]=[CH:18][C:17]([CH:20]=O)=[CH:16][N:15]=3)[N:11]=[CH:12][C:7]=2[CH:6]=1)=[O:4].[CH3:29][C@@H:30]1[CH2:35][NH:34][CH2:33][C@H:32]([CH3:36])[N:31]1[C:37]([O:39][C:40]([CH3:43])([CH3:42])[CH3:41])=[O:38]. The yield is 0.740. The product is [C:40]([O:39][C:37]([N:31]1[C@H:32]([CH3:36])[CH2:33][N:34]([CH2:20][C:17]2[CH:16]=[N:15][C:14]([NH:13][C:10]3[N:11]=[CH:12][C:7]4[CH:6]=[C:5]([C:3](=[O:4])[N:2]([CH3:1])[CH3:28])[N:22]([CH:23]5[CH2:24][CH2:25][CH2:26][CH2:27]5)[C:8]=4[N:9]=3)=[CH:19][CH:18]=2)[CH2:35][C@@H:30]1[CH3:29])=[O:38])([CH3:43])([CH3:41])[CH3:42]. No catalyst specified. (7) The reactants are [O:1]1[C:5]2[CH:6]=[CH:7][C:8]([CH2:10][C:11]#[N:12])=[CH:9][C:4]=2[O:3]C1.B(Br)(Br)Br.O. The catalyst is C(Cl)Cl. The product is [OH:3][C:4]1[CH:9]=[C:8]([CH2:10][C:11]#[N:12])[CH:7]=[CH:6][C:5]=1[OH:1]. The yield is 0.540.